Predict the product of the given reaction. From a dataset of Forward reaction prediction with 1.9M reactions from USPTO patents (1976-2016). (1) The product is: [OH:8][C:9]1[CH:17]=[CH:16][C:15]2[N:14]3[CH2:18][CH2:19][C@H:20]([CH2:21][C:22]([O:24][CH2:25][CH3:26])=[O:23])[C:13]3=[CH:12][C:11]=2[CH:10]=1. Given the reactants C([O:8][C:9]1[CH:17]=[CH:16][C:15]2[N:14]3[CH2:18][CH2:19][C@H:20]([CH2:21][C:22]([O:24][CH2:25][CH3:26])=[O:23])[C:13]3=[CH:12][C:11]=2[CH:10]=1)C1C=CC=CC=1, predict the reaction product. (2) Given the reactants [C:1]([O:5][C:6]([NH:8][CH:9]([CH2:16]OS(C)(=O)=O)[C:10]([O:12][CH:13]([CH3:15])[CH3:14])=[O:11])=[O:7])([CH3:4])([CH3:3])[CH3:2].[I-:22].[Na+], predict the reaction product. The product is: [C:1]([O:5][C:6]([NH:8][CH:9]([CH2:16][I:22])[C:10]([O:12][CH:13]([CH3:15])[CH3:14])=[O:11])=[O:7])([CH3:4])([CH3:3])[CH3:2].